This data is from Reaction yield outcomes from USPTO patents with 853,638 reactions. The task is: Predict the reaction yield, written as a fraction of the theoretical maximum amount of product (1.0 means a 100% yield; for example, 0.34 means a 34% yield). (1) The reactants are [Cl:1][CH2:2][C:3]([NH:5][CH2:6][C:7]#[C:8][C:9]1[CH:10]=[C:11]2[C:16](=[CH:17][CH:18]=1)[N:15]=[CH:14][N:13]=[C:12]2Cl)=[O:4].[CH3:20][C:21]1[CH:22]=[C:23]([NH2:34])[CH:24]=[CH:25][C:26]=1[O:27][C:28]1[CH:29]=[N:30][CH:31]=[CH:32][CH:33]=1. The catalyst is CC(O)(C)C.ClCCCl. The product is [Cl:1][CH2:2][C:3]([NH:5][CH2:6][C:7]#[C:8][C:9]1[CH:10]=[C:11]2[C:16](=[CH:17][CH:18]=1)[N:15]=[CH:14][N:13]=[C:12]2[NH:34][C:23]1[CH:24]=[CH:25][C:26]([O:27][C:28]2[CH:29]=[N:30][CH:31]=[CH:32][CH:33]=2)=[C:21]([CH3:20])[CH:22]=1)=[O:4]. The yield is 0.820. (2) The reactants are [CH2:1]([C:3]1[C:11]2[O:10][CH2:9][CH:8]([C:12]3[CH:17]=[CH:16][C:15]([CH:18]([CH3:20])[CH3:19])=[CH:14][CH:13]=3)[C:7]=2[C:6]([CH3:21])=[C:5]([NH:22][C:23](=[O:30])OCC(Cl)(Cl)Cl)[C:4]=1[CH3:31])[CH3:2].[NH2:32][CH2:33][CH2:34][OH:35]. The catalyst is CCCCCC.C(OCC)(=O)C. The product is [CH2:1]([C:3]1[C:11]2[O:10][CH2:9][CH:8]([C:12]3[CH:17]=[CH:16][C:15]([CH:18]([CH3:20])[CH3:19])=[CH:14][CH:13]=3)[C:7]=2[C:6]([CH3:21])=[C:5]([NH:22][C:23]([NH:32][CH2:33][CH2:34][OH:35])=[O:30])[C:4]=1[CH3:31])[CH3:2]. The yield is 0.570. (3) The reactants are [CH3:1][C:2]1[CH:7]=[C:6]([CH3:8])[NH:5][C:4](=[O:9])[C:3]=1[C:10]#[N:11].[Br:12]Br. The catalyst is CC(O)=O. The product is [Br:12][C:7]1[C:2]([CH3:1])=[C:3]([C:10]#[N:11])[C:4](=[O:9])[NH:5][C:6]=1[CH3:8]. The yield is 0.720. (4) The catalyst is C1COCC1.O. The reactants are [F:1][C:2]1[CH:3]=[C:4]([NH2:19])[CH:5]=[CH:6][C:7]=1[CH:8]1[CH2:13][CH2:12][S:11](=[O:15])(=[O:14])[N:10]([CH2:16][CH:17]=[CH2:18])[CH2:9]1.Cl[C:21]([O:23][CH2:24][C:25]1[CH:30]=[CH:29][CH:28]=[CH:27][CH:26]=1)=[O:22].C(=O)(O)[O-].[Na+]. The yield is 1.00. The product is [F:1][C:2]1[CH:3]=[C:4]([NH:19][C:21](=[O:22])[O:23][CH2:24][C:25]2[CH:30]=[CH:29][CH:28]=[CH:27][CH:26]=2)[CH:5]=[CH:6][C:7]=1[CH:8]1[CH2:13][CH2:12][S:11](=[O:15])(=[O:14])[N:10]([CH2:16][CH:17]=[CH2:18])[CH2:9]1. (5) The reactants are C(OC(=O)[NH:7][CH2:8][C:9]([CH3:31])([C:11]1[CH:16]=[CH:15][C:14]([CH2:17][C:18](=[O:30])[C:19]2[C:28](=[O:29])[C:27]3[C:22](=[CH:23][CH:24]=[CH:25][CH:26]=3)[NH:21][CH:20]=2)=[CH:13][CH:12]=1)[CH3:10])(C)(C)C.C(O)(C(F)(F)F)=O.[OH-].[Na+]. The catalyst is C(Cl)Cl. The product is [NH2:7][CH2:8][C:9]([C:11]1[CH:16]=[CH:15][C:14]([CH2:17][C:18]([C:19]2[C:28](=[O:29])[C:27]3[C:22](=[CH:23][CH:24]=[CH:25][CH:26]=3)[NH:21][CH:20]=2)=[O:30])=[CH:13][CH:12]=1)([CH3:10])[CH3:31]. The yield is 0.910.